This data is from Forward reaction prediction with 1.9M reactions from USPTO patents (1976-2016). The task is: Predict the product of the given reaction. (1) Given the reactants Cl[C:2]1[CH:23]=[CH:22][C:5]([C:6]([NH:8][C:9]2[CH:14]=[CH:13][C:12]([Cl:15])=[C:11]([C:16]3[CH:21]=[CH:20][CH:19]=[CH:18][N:17]=3)[CH:10]=2)=[O:7])=[CH:4][N:3]=1.[OH:24][CH:25]1[CH2:30][CH2:29][NH:28][CH2:27][CH2:26]1, predict the reaction product. The product is: [Cl:15][C:12]1[CH:13]=[CH:14][C:9]([NH:8][C:6](=[O:7])[C:5]2[CH:22]=[CH:23][C:2]([N:28]3[CH2:29][CH2:30][CH:25]([OH:24])[CH2:26][CH2:27]3)=[N:3][CH:4]=2)=[CH:10][C:11]=1[C:16]1[CH:21]=[CH:20][CH:19]=[CH:18][N:17]=1. (2) Given the reactants [N:1]1[CH:5]=[C:4]([CH2:6][CH2:7][N:8]2[CH:13]([C:14]3[C:19]([CH3:20])=[CH:18][CH:17]=[CH:16][N:15]=3)[CH2:12][CH2:11][CH2:10][CH:9]2[C:21]2[C:26]([CH3:27])=[CH:25][CH:24]=[CH:23][N:22]=2)[NH:3][CH:2]=1.[H-].[Na+].[CH3:30]I, predict the reaction product. The product is: [CH3:27][C:26]1[C:21]([CH:9]2[CH2:10][CH2:11][CH2:12][CH:13]([C:14]3[C:19]([CH3:20])=[CH:18][CH:17]=[CH:16][N:15]=3)[N:8]2[CH2:7][CH2:6][C:4]2[N:3]=[CH:2][N:1]([CH3:30])[CH:5]=2)=[N:22][CH:23]=[CH:24][CH:25]=1. (3) Given the reactants [OH:1][C:2]1[CH:3]=[C:4]([CH2:8][CH2:9][C:10]#[N:11])[CH:5]=[CH:6][CH:7]=1.N(C(OC(C)C)=O)=NC(OC(C)C)=O.[CH3:26][C:27]1[CH:34]=[CH:33][CH:32]=[C:31]([CH3:35])[C:28]=1[CH2:29]O.C1(P(C2C=CC=CC=2)C2C=CC=CC=2)C=CC=CC=1, predict the reaction product. The product is: [CH3:26][C:27]1[CH:34]=[CH:33][CH:32]=[C:31]([CH3:35])[C:28]=1[CH2:29][O:1][C:2]1[CH:3]=[C:4]([CH2:8][CH2:9][C:10]#[N:11])[CH:5]=[CH:6][CH:7]=1. (4) Given the reactants [CH:1]1([CH2:4][NH:5][C:6](=[O:18])[CH2:7][C:8]2[CH:17]=[CH:16][C:11]([C:12]([O:14]C)=[O:13])=[CH:10][CH:9]=2)[CH2:3][CH2:2]1.[OH-].[Na+:20], predict the reaction product. The product is: [CH:1]1([CH2:4][NH:5][C:6](=[O:18])[CH2:7][C:8]2[CH:9]=[CH:10][C:11]([C:12]([O-:14])=[O:13])=[CH:16][CH:17]=2)[CH2:3][CH2:2]1.[Na+:20]. (5) Given the reactants [N+:1]([C:4]1[CH:9]=[CH:8][CH:7]=[CH:6][C:5]=1[S:10](Cl)(=[O:12])=[O:11])([O-:3])=[O:2].[NH2:14][CH2:15][CH2:16][CH2:17][OH:18].C(N(CC)CC)C.[O:26]1[CH:31]=[CH:30][CH2:29][CH2:28][CH2:27]1.C1(C)C=CC(S(O)(=O)=O)=CC=1.[OH-].[Na+], predict the reaction product. The product is: [N+:1]([C:4]1[CH:9]=[CH:8][CH:7]=[CH:6][C:5]=1[S:10]([NH:14][CH2:15][CH2:16][CH2:17][O:18][CH:27]1[CH2:28][CH2:29][CH2:30][CH2:31][O:26]1)(=[O:12])=[O:11])([O-:3])=[O:2]. (6) Given the reactants [F:1][C:2]([F:14])([F:13])[C:3]1[CH:8]=[CH:7][C:6]([NH:9][C:10]([NH2:12])=[S:11])=[CH:5][CH:4]=1.Br[CH2:16][C:17]([C:19]1[CH:24]=[CH:23][C:22]([Cl:25])=[CH:21][CH:20]=1)=O.CCN(C(C)C)C(C)C, predict the reaction product. The product is: [Cl:25][C:22]1[CH:23]=[CH:24][C:19]([C:17]2[N:12]=[C:10]([NH:9][C:6]3[CH:5]=[CH:4][C:3]([C:2]([F:1])([F:13])[F:14])=[CH:8][CH:7]=3)[S:11][CH:16]=2)=[CH:20][CH:21]=1. (7) Given the reactants Cl.C(N(CC)CC)C.[NH2:9][C@H:10]([C:13]([OH:15])=[O:14])[CH2:11][OH:12].C(=O)([O-])O.[Na+].C1C(=O)N([O:28][C:29]([O:31][CH2:32][CH:33]2[C:45]3[C:40](=[CH:41][CH:42]=[CH:43][CH:44]=3)[C:39]3[C:34]2=[CH:35][CH:36]=[CH:37][CH:38]=3)=O)C(=O)C1, predict the reaction product. The product is: [NH:9]([C:29]([O:31][CH2:32][CH:33]1[C:34]2[C:39](=[CH:38][CH:37]=[CH:36][CH:35]=2)[C:40]2[C:45]1=[CH:44][CH:43]=[CH:42][CH:41]=2)=[O:28])[C@H:10]([C:13]([OH:15])=[O:14])[CH2:11][OH:12].